From a dataset of Full USPTO retrosynthesis dataset with 1.9M reactions from patents (1976-2016). Predict the reactants needed to synthesize the given product. (1) Given the product [Cl:8][C:3]1[C:2]([C:17]2([OH:20])[CH2:18][CH2:19][O:14][CH2:15][CH2:16]2)=[CH:7][CH:6]=[CH:5][N:4]=1, predict the reactants needed to synthesize it. The reactants are: Br[C:2]1[C:3]([Cl:8])=[N:4][CH:5]=[CH:6][CH:7]=1.C([Mg]Cl)(C)C.[O:14]1[CH2:19][CH2:18][C:17](=[O:20])[CH2:16][CH2:15]1. (2) Given the product [I:15][C:16]1[CH:21]=[C:20]2[C:19](=[CH:18][CH:17]=1)[N:7]([C:8]1[CH:9]=[CH:10][CH:2]=[CH:3][CH:4]=1)[C:6]1[N:11]=[CH:12][CH:13]=[CH:14][C:5]2=1, predict the reactants needed to synthesize it. The reactants are: Br[C:2]1[CH:3]=[C:4]2[C:8](=[CH:9][CH:10]=1)[NH:7][C:6]1[N:11]=[CH:12][CH:13]=[CH:14][C:5]2=1.[I:15][C:16]1[CH:21]=[CH:20][CH:19]=[CH:18][CH:17]=1.C1(N)CCCCC1N.[O-]P([O-])([O-])=O.[K+].[K+].[K+]. (3) Given the product [CH2:1]([O:3][C:4]([C:5]1[CH:26]([C:25]2[CH:28]=[CH:29][CH:30]=[C:23]([OH:22])[CH:24]=2)[C:38]([C:37]([O:36][CH:31]2[CH2:35][CH2:34][CH2:33][CH2:32]2)=[O:43])=[C:39]([CH2:40][CH3:41])[NH:21][C:6]=1[CH2:7][CH2:8][C:9]1[CH:14]=[CH:13][CH:12]=[CH:11][CH:10]=1)=[O:16])[CH3:2], predict the reactants needed to synthesize it. The reactants are: [CH2:1]([O:3][C:4](=[O:16])[CH2:5][C:6](=O)[CH2:7][CH2:8][C:9]1[CH:14]=[CH:13][CH:12]=[CH:11][CH:10]=1)[CH3:2].C([O-])(=O)C.[NH4+:21].[OH:22][C:23]1[CH:24]=[C:25]([CH:28]=[CH:29][CH:30]=1)[CH:26]=O.[CH:31]1([O:36][C:37](=[O:43])[CH2:38][C:39](=O)[CH2:40][CH3:41])[CH2:35][CH2:34][CH2:33][CH2:32]1. (4) Given the product [C:24]([O:23][C:22]([NH:21][C:17]1[CH:16]=[C:15]([CH:20]=[CH:19][CH:18]=1)[CH2:14][C:7]1[CH:6]=[C:5]([C:3]([O:2][CH3:1])=[O:4])[S:9][CH:8]=1)=[O:28])([CH3:27])([CH3:25])[CH3:26], predict the reactants needed to synthesize it. The reactants are: [CH3:1][O:2][C:3]([C:5]1[S:9][CH:8]=[C:7](B(O)O)[CH:6]=1)=[O:4].Br[CH2:14][C:15]1[CH:16]=[C:17]([NH:21][C:22](=[O:28])[O:23][C:24]([CH3:27])([CH3:26])[CH3:25])[CH:18]=[CH:19][CH:20]=1.C([O-])([O-])=O.[Na+].[Na+].O1CCOCC1. (5) Given the product [F:15][C:7]1[C:8]([S:11](=[O:13])(=[O:12])[NH:16][C:17]2[CH:18]=[CH:19][C:20]3[CH2:24][O:23][B:22]([OH:25])[C:21]=3[CH:26]=2)=[CH:9][N:10]=[C:5]([NH:4][C:1](=[O:3])[CH3:2])[CH:6]=1, predict the reactants needed to synthesize it. The reactants are: [C:1]([NH:4][C:5]1[N:10]=[CH:9][C:8]([S:11](Cl)(=[O:13])=[O:12])=[C:7]([F:15])[CH:6]=1)(=[O:3])[CH3:2].[NH2:16][C:17]1[CH:18]=[CH:19][C:20]2[CH2:24][O:23][B:22]([OH:25])[C:21]=2[CH:26]=1.C(=O)([O-])[O-].[K+].[K+].Cl. (6) Given the product [CH2:20]([N:12]([CH2:11][CH2:10][C:7]1[CH:6]=[CH:5][C:4]([I:3])=[CH:9][CH:8]=1)[C:13](=[O:19])[O:14][C:15]([CH3:16])([CH3:18])[CH3:17])[C:21]1[CH:26]=[CH:25][CH:24]=[CH:23][CH:22]=1, predict the reactants needed to synthesize it. The reactants are: [H-].[Na+].[I:3][C:4]1[CH:9]=[CH:8][C:7]([CH2:10][CH2:11][NH:12][C:13](=[O:19])[O:14][C:15]([CH3:18])([CH3:17])[CH3:16])=[CH:6][CH:5]=1.[CH2:20](Br)[C:21]1[CH:26]=[CH:25][CH:24]=[CH:23][CH:22]=1. (7) Given the product [C:1]([O:5][C:6]([N:8]1[CH2:9][CH2:10][CH:11]([NH:14][S:15]([C:18]2[C:27]3[C:22](=[CH:23][CH:24]=[CH:25][CH:26]=3)[C:21]([NH:28][C:29](=[O:36])[C:30]3[CH:31]=[CH:32][CH:33]=[CH:34][CH:35]=3)=[CH:20][CH:19]=2)(=[O:17])=[O:16])[CH2:12][CH2:13]1)=[O:7])([CH3:4])([CH3:2])[CH3:3].[NH:8]1[CH2:13][CH2:12][CH:11]([NH:14][S:15]([C:18]2[C:27]3[C:22](=[CH:23][CH:24]=[CH:25][CH:26]=3)[C:21]([NH:28][C:29](=[O:36])[C:30]3[CH:31]=[CH:32][CH:33]=[CH:34][CH:35]=3)=[CH:20][CH:19]=2)(=[O:17])=[O:16])[CH2:10][CH2:9]1, predict the reactants needed to synthesize it. The reactants are: [C:1]([O:5][C:6]([N:8]1[CH2:13][CH2:12][CH:11]([NH:14][S:15]([C:18]2[C:27]3[C:22](=[CH:23][CH:24]=[CH:25][CH:26]=3)[C:21]([NH:28][C:29](=[O:36])[C:30]3[CH:35]=[CH:34][CH:33]=[CH:32][CH:31]=3)=[CH:20][CH:19]=2)(=[O:17])=[O:16])[CH2:10][CH2:9]1)=[O:7])([CH3:4])([CH3:3])[CH3:2].Cl.